From a dataset of Catalyst prediction with 721,799 reactions and 888 catalyst types from USPTO. Predict which catalyst facilitates the given reaction. (1) Reactant: [NH2:1][C:2]1[N:7]=[C:6]([C:8]2[O:9][CH:10]=[CH:11][CH:12]=2)[C:5]([C:13]#[N:14])=[C:4](S(C)(=O)=O)[N:3]=1.[CH2:19]([OH:23])[CH2:20][CH2:21][CH3:22].C1CCN2C(=NCCC2)CC1. Product: [NH2:1][C:2]1[N:3]=[C:4]([O:23][CH2:19][CH2:20][CH2:21][CH3:22])[C:5]([C:13]#[N:14])=[C:6]([C:8]2[O:9][CH:10]=[CH:11][CH:12]=2)[N:7]=1. The catalyst class is: 57. (2) Reactant: [CH3:1][CH:2]1[CH2:6][C:5]2([CH2:11][CH2:10][N:9](C(OC(C)(C)C)=O)[CH2:8][CH2:7]2)[C:4](=[O:19])[N:3]1[C:20]1[CH2:21][O:22][C:23](=[O:25])[CH:24]=1.C(O)(C(F)(F)F)=O. Product: [CH3:1][CH:2]1[CH2:6][C:5]2([CH2:7][CH2:8][NH:9][CH2:10][CH2:11]2)[C:4](=[O:19])[N:3]1[C:20]1[CH2:21][O:22][C:23](=[O:25])[CH:24]=1. The catalyst class is: 4. (3) Reactant: [F:1][C:2]([F:11])([F:10])[C:3]1[CH:4]=[C:5]([CH:7]=[CH:8][CH:9]=1)[NH2:6].C[Al](C)C.C[O:17][C:18]([C:20]1[CH:21]=[N:22][N:23]2[CH:28]=[C:27]([O:29][C:30]3[CH:35]=[C:34]([Cl:36])[N:33]=[C:32]([NH2:37])[N:31]=3)[CH:26]=[CH:25][C:24]=12)=O.CCOC(C)=O.O. Product: [F:1][C:2]([F:10])([F:11])[C:3]1[CH:4]=[C:5]([NH:6][C:18]([C:20]2[CH:21]=[N:22][N:23]3[CH:28]=[C:27]([O:29][C:30]4[CH:35]=[C:34]([Cl:36])[N:33]=[C:32]([NH2:37])[N:31]=4)[CH:26]=[CH:25][C:24]=23)=[O:17])[CH:7]=[CH:8][CH:9]=1. The catalyst class is: 247. (4) Reactant: [H-].[Al+3].[Li+].[H-].[H-].[H-].[CH2:7]1[C@H:12]2[CH2:13][C:14]3([O:19][CH2:18][CH2:17][O:16]3)[CH2:15][C@H:11]2[CH2:10][C:9](=O)[NH:8]1.O.[OH-].[Na+]. Product: [O:16]1[CH2:17][CH2:18][O:19][C:14]21[CH2:13][C@@H:12]1[CH2:7][NH:8][CH2:9][CH2:10][C@@H:11]1[CH2:15]2. The catalyst class is: 7.